This data is from Full USPTO retrosynthesis dataset with 1.9M reactions from patents (1976-2016). The task is: Predict the reactants needed to synthesize the given product. (1) Given the product [F:32][C:31]([F:34])([F:33])[C:28]1[CH:29]=[CH:30][C:25](/[CH:24]=[CH:23]/[C:20]2[O:21][CH:22]=[C:18]([CH2:17][O:16][C:15]3[CH:35]=[CH:36][C:12]([CH2:11][CH2:10][CH2:9][CH2:8][N:37]4[CH:41]=[C:40]([C:42]([O:44][CH2:45][CH3:46])=[O:43])[N:39]=[N:38]4)=[CH:13][CH:14]=3)[N:19]=2)=[CH:26][CH:27]=1, predict the reactants needed to synthesize it. The reactants are: C(=O)([O-])[O-].[K+].[K+].I[CH2:8][CH2:9][CH2:10][CH2:11][C:12]1[CH:36]=[CH:35][C:15]([O:16][CH2:17][C:18]2[N:19]=[C:20](/[CH:23]=[CH:24]/[C:25]3[CH:30]=[CH:29][C:28]([C:31]([F:34])([F:33])[F:32])=[CH:27][CH:26]=3)[O:21][CH:22]=2)=[CH:14][CH:13]=1.[NH:37]1[CH:41]=[C:40]([C:42]([O:44][CH2:45][CH3:46])=[O:43])[N:39]=[N:38]1.O. (2) The reactants are: [C:1]1(B(O)O)[CH:6]=[CH:5][CH:4]=[CH:3][CH:2]=1.I[C:11]1[C:15]([S:16][C:17]2[CH:22]=[CH:21][CH:20]=[CH:19][C:18]=2[S:23]([N:26]2[CH2:30][CH2:29][CH2:28][CH2:27]2)(=[O:25])=[O:24])=[C:14]([CH3:31])[N:13]([CH2:32][C:33]([O:35][CH2:36]C)=[O:34])[C:12]=1[CH3:38].C(=O)([O-])[O-].[Na+].[Na+]. Given the product [CH3:38][C:12]1[N:13]([CH2:32][C:33]([O:35][CH3:36])=[O:34])[C:14]([CH3:31])=[C:15]([S:16][C:17]2[CH:22]=[CH:21][CH:20]=[CH:19][C:18]=2[S:23]([N:26]2[CH2:27][CH2:28][CH2:29][CH2:30]2)(=[O:25])=[O:24])[C:11]=1[C:1]1[CH:6]=[CH:5][CH:4]=[CH:3][CH:2]=1, predict the reactants needed to synthesize it.